This data is from Full USPTO retrosynthesis dataset with 1.9M reactions from patents (1976-2016). The task is: Predict the reactants needed to synthesize the given product. (1) Given the product [CH3:17][O:18][C:19](=[O:30])[CH:20]([NH:21][C:9]1[CH:10]=[CH:11][CH:12]=[CH:13][C:8]=1[C:6](=[O:7])[C:5]1[CH:15]=[CH:16][C:2]([F:1])=[CH:3][CH:4]=1)[CH2:22][C:23]1[CH:28]=[CH:27][C:26]([OH:29])=[CH:25][CH:24]=1, predict the reactants needed to synthesize it. The reactants are: [F:1][C:2]1[CH:16]=[CH:15][C:5]([C:6]([CH:8]2[CH2:13][CH2:12][CH2:11][CH2:10][C:9]2=O)=[O:7])=[CH:4][CH:3]=1.[CH3:17][O:18][C:19](=[O:30])[C@H:20]([CH2:22][C:23]1[CH:28]=[CH:27][C:26]([OH:29])=[CH:25][CH:24]=1)[NH2:21].O.CO. (2) Given the product [CH3:2][C:3]1[N:5]([C@H:12]2[CH2:13][C@@:9]([CH2:17][CH3:18])([C:14]([O:16][CH3:23])=[O:15])[CH:10]=[CH:11]2)[C:6]([CH3:8])=[CH:7][CH:4]=1, predict the reactants needed to synthesize it. The reactants are: [Li+].[CH3:2][CH:3]([N-:5][CH:6]([CH3:8])[CH3:7])[CH3:4].[CH:9]1([C:14]([O-:16])=[O:15])[CH2:13][CH2:12][CH:11]=[CH:10]1.[CH2:17](I)[CH3:18].[NH4+].[Cl-].O1CCC[CH2:23]1.